Dataset: Forward reaction prediction with 1.9M reactions from USPTO patents (1976-2016). Task: Predict the product of the given reaction. (1) Given the reactants CC1(C)C(C)(C)OB([C:9]2[CH:10]=[C:11]3[C:15](=[CH:16][CH:17]=2)[CH2:14][C@H:13]([NH:18][S:19]([CH:22]([CH3:24])[CH3:23])(=[O:21])=[O:20])[CH2:12]3)O1.Br[C:27]1[CH:28]=[N:29][CH:30]=[C:31](F)[CH:32]=1.[C:34]([O-])([O-])=O.[Na+].[Na+], predict the reaction product. The product is: [CH3:34][C:27]1[CH:32]=[C:31]([C:9]2[CH:10]=[C:11]3[C:15](=[CH:16][CH:17]=2)[CH2:14][C@H:13]([NH:18][S:19]([CH:22]([CH3:23])[CH3:24])(=[O:20])=[O:21])[CH2:12]3)[CH:30]=[N:29][CH:28]=1. (2) The product is: [CH:1]([O:4][C:5]1[CH:10]=[CH:9][C:8]([C:11]2[N:15]=[C:14]([C:16]3[CH:21]=[CH:20][C:19]([CH2:22][CH2:23][C:24]([OH:26])=[O:25])=[CH:18][C:17]=3[CH3:28])[O:13][N:12]=2)=[CH:7][C:6]=1[C:29]([F:30])([F:31])[F:32])([CH3:3])[CH3:2]. Given the reactants [CH:1]([O:4][C:5]1[CH:10]=[CH:9][C:8]([C:11]2[N:15]=[C:14]([C:16]3[CH:21]=[CH:20][C:19]([CH2:22][CH2:23][C:24]([O:26]C)=[O:25])=[CH:18][C:17]=3[CH3:28])[O:13][N:12]=2)=[CH:7][C:6]=1[C:29]([F:32])([F:31])[F:30])([CH3:3])[CH3:2].[OH-].[Na+], predict the reaction product. (3) Given the reactants C(OC([NH:8][CH2:9][CH2:10][CH2:11][CH2:12][N:13]([CH2:31][C:32](O)=[O:33])C(OCC1C2C=CC=CC=2C2C1=CC=CC=2)=O)=O)(C)(C)C.[CH:35]1([C:41]2[CH:46]=[CH:45][C:44]([NH2:47])=[CH:43][CH:42]=2)[CH2:40][CH2:39][CH2:38][CH2:37][CH2:36]1.[CH2:48]([O:55][C:56]1[CH:61]=[CH:60][C:59]([N:62]=[C:63]=[O:64])=[CH:58][CH:57]=1)[C:49]1[CH:54]=[CH:53][CH:52]=[CH:51][CH:50]=1, predict the reaction product. The product is: [NH2:8][CH2:9][CH2:10][CH2:11][CH2:12][N:13]([CH2:31][C:32]([NH:47][C:44]1[CH:43]=[CH:42][C:41]([CH:35]2[CH2:36][CH2:37][CH2:38][CH2:39][CH2:40]2)=[CH:46][CH:45]=1)=[O:33])[C:63]([NH:62][C:59]1[CH:60]=[CH:61][C:56]([O:55][CH2:48][C:49]2[CH:50]=[CH:51][CH:52]=[CH:53][CH:54]=2)=[CH:57][CH:58]=1)=[O:64]. (4) Given the reactants [C:1]1([C:7]#[C:8][C:9]2[CH:10]=[C:11]([CH:14]=O)[S:12][CH:13]=2)[CH:6]=[CH:5][CH:4]=[CH:3][CH:2]=1.[C:16]1([C@H:26]([NH2:28])[CH3:27])[C:25]2[C:20](=[CH:21][CH:22]=[CH:23][CH:24]=2)[CH:19]=[CH:18][CH:17]=1, predict the reaction product. The product is: [C:16]1([C@H:26]([NH:28][CH2:14][C:11]2[S:12][CH:13]=[C:9]([C:8]#[C:7][C:1]3[CH:6]=[CH:5][CH:4]=[CH:3][CH:2]=3)[CH:10]=2)[CH3:27])[C:25]2[C:20](=[CH:21][CH:22]=[CH:23][CH:24]=2)[CH:19]=[CH:18][CH:17]=1. (5) Given the reactants [Cl:1][C:2]1[CH:7]=[CH:6][C:5]([CH3:8])=[CH:4][C:3]=1[OH:9].[OH-].[Na+].[CH3:12]I, predict the reaction product. The product is: [Cl:1][C:2]1[CH:7]=[CH:6][C:5]([CH3:8])=[CH:4][C:3]=1[O:9][CH3:12]. (6) Given the reactants [CH:1]1([CH2:7][OH:8])[CH2:6][CH2:5][CH2:4][CH2:3][CH2:2]1.C1N2CCN(CC2)C1.[C:17]([O:21][C:22]([CH3:25])([CH3:24])[CH3:23])(=[O:20])[C:18]#[CH:19], predict the reaction product. The product is: [CH:1]1([CH2:7][O:8][CH:19]=[CH:18][C:17]([O:21][C:22]([CH3:25])([CH3:24])[CH3:23])=[O:20])[CH2:6][CH2:5][CH2:4][CH2:3][CH2:2]1.